Dataset: Full USPTO retrosynthesis dataset with 1.9M reactions from patents (1976-2016). Task: Predict the reactants needed to synthesize the given product. (1) Given the product [OH2:11].[Cl:3][C:4]1[CH:9]=[C:8]([Cl:10])[C:7]([O:11][CH3:12])=[CH:6][C:5]=1[NH:13][C:14]1[C:23]2[C:18](=[CH:19][C:20]([O:26][CH2:27][CH2:28][CH2:29][N:30]3[CH2:35][CH2:34][N:33]([CH3:36])[CH2:32][CH2:31]3)=[C:21]([O:24][CH3:25])[CH:22]=2)[N:17]=[CH:16][C:15]=1[C:37]#[N:38], predict the reactants needed to synthesize it. The reactants are: C[O-].[Cl:3][C:4]1[CH:9]=[C:8]([Cl:10])[C:7]([O:11][CH3:12])=[CH:6][C:5]=1[NH:13][C:14]1[C:23]2[C:18](=[CH:19][C:20]([O:26][CH2:27][CH2:28][CH2:29][N:30]3[CH2:35][CH2:34][N:33]([CH3:36])[CH2:32][CH2:31]3)=[C:21]([O:24][CH3:25])[CH:22]=2)[N:17]=[CH:16][C:15]=1[C:37]#[N:38]. (2) Given the product [Cl:1][C:2]1[CH:3]=[C:4]([CH:23]=[CH:24][C:25]=1[C:28]1[CH:32]=[C:31]([CH3:33])[O:30][N:29]=1)[NH:5][C:6]1[C:15]2[C:10](=[CH:11][CH:12]=[CH:13][C:14]=2[O:16][CH:17]2[CH2:21][CH2:20][O:19][CH2:18]2)[N:9]=[CH:8][N:7]=1, predict the reactants needed to synthesize it. The reactants are: [Cl:1][C:2]1[CH:3]=[C:4]([CH:23]=[CH:24][CH:25]=1)[N:5](O)[C:6]1[C:15]2[C:10](=[CH:11][CH:12]=[CH:13][C:14]=2[O:16][CH:17]2[CH2:21][CH2:20][O:19][CH2:18]2)[N:9]=[CH:8][N:7]=1.ClC[C:28]1[CH:32]=[C:31]([CH3:33])[O:30][N:29]=1. (3) Given the product [C:1]([O:5][C:6](=[O:14])[NH:7][CH:8]1[CH2:13][CH2:12][N:11]([CH2:20][C:19]2[CH:22]=[CH:23][C:16]([Cl:15])=[C:17]([O:24][CH2:25][CH3:26])[CH:18]=2)[CH2:10][CH2:9]1)([CH3:4])([CH3:2])[CH3:3], predict the reactants needed to synthesize it. The reactants are: [C:1]([O:5][C:6](=[O:14])[NH:7][CH:8]1[CH2:13][CH2:12][NH:11][CH2:10][CH2:9]1)([CH3:4])([CH3:3])[CH3:2].[Cl:15][C:16]1[CH:23]=[CH:22][C:19]([CH:20]=O)=[CH:18][C:17]=1[O:24][CH2:25][CH3:26].C(O)(=O)C.C([BH3-])#N.[Na+]. (4) Given the product [Cl:20][C:17]1[CH:16]=[CH:15][C:14]([C:12]2[N:13]=[C:8]([C:6]([NH:36][CH:33]([CH2:34][CH3:35])[CH2:31][CH3:32])=[O:5])[C:9]([C:28]([O:30][C:60]([CH3:59])([CH3:55])[CH3:71])=[O:29])=[N:10][C:11]=2[C:21]2[CH:26]=[CH:25][C:24]([Cl:27])=[CH:23][CH:22]=2)=[CH:19][CH:18]=1, predict the reactants needed to synthesize it. The reactants are: C([O:5][C:6]([C:8]1[C:9]([C:28]([OH:30])=[O:29])=[N:10][C:11]([C:21]2[CH:26]=[CH:25][C:24]([Cl:27])=[CH:23][CH:22]=2)=[C:12]([C:14]2[CH:19]=[CH:18][C:17]([Cl:20])=[CH:16][CH:15]=2)[N:13]=1)=O)(C)(C)C.[CH2:31]([CH:33]([NH2:36])[CH2:34][CH3:35])[CH3:32].C1CN([P+](ON2N=NC3C=C[CH:59]=[CH:60][C:55]2=3)(N2CCCC2)N2CCCC2)CC1.F[P-](F)(F)(F)(F)F.N1C=CC=C[CH:71]=1. (5) Given the product [N:18]1([C:32]2[N:37]=[N:38][NH:30][CH:31]=2)[CH2:17][CH2:15][NH:48][CH2:47][CH2:46]1, predict the reactants needed to synthesize it. The reactants are: CC(C1C=CC2CC[C@@H]3[C@@:15]([CH2:17][NH2:18])(C)CCC[C@@]3(C)C=2C=1)C.CN(C(O[N:30]1[N:38]=[N:37][C:32]2C=CC=C[C:31]1=2)=[N+](C)C)C.F[P-](F)(F)(F)(F)F.[CH3:46][CH2:47][N:48](C(C)C)C(C)C.O. (6) Given the product [Cl:1][C:2]1[CH:7]=[CH:6][CH:5]=[CH:4][C:3]=1[O:8][CH2:10][CH2:11][CH2:12][C:13]([OH:15])=[O:14], predict the reactants needed to synthesize it. The reactants are: [Cl:1][C:2]1[CH:7]=[CH:6][CH:5]=[CH:4][C:3]=1[OH:8].Br[CH2:10][CH2:11][CH2:12][C:13]([O:15]CC)=[O:14].C(=O)([O-])[O-].[K+].[K+].[OH-].[Na+].Cl. (7) Given the product [CH3:1][NH:2][C:3](=[O:22])[CH2:4][CH:5]([C:12]1[CH:20]=[C:19]2[C:15]([CH:16]=[CH:17][N:18]2[CH3:21])=[CH:14][CH:13]=1)[C:6]1[CH:7]=[CH:8][CH:9]=[CH:10][CH:11]=1, predict the reactants needed to synthesize it. The reactants are: [CH3:1][NH:2][C:3](=[O:22])[CH:4]=[C:5]([C:12]1[CH:20]=[C:19]2[C:15]([CH:16]=[CH:17][N:18]2[CH3:21])=[CH:14][CH:13]=1)[C:6]1[CH:11]=[CH:10][CH:9]=[CH:8][CH:7]=1.N1C2C(=CC=CC=2C(C2C=CC=CC=2)CC(NC)=O)C=C1. (8) Given the product [CH2:36]([NH:38][C:39]([NH:17][CH2:16][C:9]1[C:10]2[C:15](=[CH:14][CH:13]=[CH:12][CH:11]=2)[C:6](/[CH:5]=[CH:4]/[CH:3]([C:18]2[CH:19]=[C:20]([Cl:26])[C:21]([Cl:25])=[C:22]([Cl:24])[CH:23]=2)[C:2]([F:1])([F:27])[F:28])=[CH:7][CH:8]=1)=[O:40])[CH3:37], predict the reactants needed to synthesize it. The reactants are: [F:1][C:2]([F:28])([F:27])[CH:3]([C:18]1[CH:23]=[C:22]([Cl:24])[C:21]([Cl:25])=[C:20]([Cl:26])[CH:19]=1)/[CH:4]=[CH:5]/[C:6]1[C:15]2[C:10](=[CH:11][CH:12]=[CH:13][CH:14]=2)[C:9]([CH2:16][NH2:17])=[CH:8][CH:7]=1.CCN(CC)CC.[CH2:36]([N:38]=[C:39]=[O:40])[CH3:37]. (9) Given the product [CH2:32]([S:34]([N:22]1[CH2:23][CH2:24][CH:19]([C:18]2[C:9]3[C:10](=[C:11]([C:13]([NH2:15])=[O:14])[N:12]=[C:7]([C:1]4[CH:2]=[CH:3][CH:4]=[CH:5][CH:6]=4)[CH:8]=3)[NH:16][N:17]=2)[CH2:20][CH2:21]1)(=[O:36])=[O:35])[CH3:33], predict the reactants needed to synthesize it. The reactants are: [C:1]1([C:7]2[CH:8]=[C:9]3[C:18]([CH:19]4[CH2:24][CH2:23][NH:22][CH2:21][CH2:20]4)=[N:17][NH:16][C:10]3=[C:11]([C:13]([NH2:15])=[O:14])[N:12]=2)[CH:6]=[CH:5][CH:4]=[CH:3][CH:2]=1.C(N(CC)CC)C.[CH2:32]([S:34](Cl)(=[O:36])=[O:35])[CH3:33].